Task: Predict the product of the given reaction.. Dataset: Forward reaction prediction with 1.9M reactions from USPTO patents (1976-2016) (1) Given the reactants F[C:2]1[CH:9]=[CH:8][C:7]([CH3:10])=[CH:6][C:3]=1[C:4]#[N:5].[CH3:11][C:12]1[N:13]=[CH:14][NH:15][CH:16]=1.C(=O)([O-])[O-].[K+].[K+], predict the reaction product. The product is: [CH3:10][C:7]1[CH:8]=[CH:9][C:2]([N:15]2[CH:16]=[C:12]([CH3:11])[N:13]=[CH:14]2)=[C:3]([CH:6]=1)[C:4]#[N:5]. (2) Given the reactants [NH2:1][C:2]1[CH:7]=[CH:6][C:5]([N:8]2[CH2:13][CH2:12][CH:11]([N:14]3[C:19]4[CH:20]=[CH:21][CH:22]=[CH:23][C:18]=4[CH2:17][O:16][C:15]3=[O:24])[CH2:10][CH2:9]2)=[C:4]([Cl:25])[CH:3]=1.C(N1C=CN=C1)(N1C=CN=C1)=O.[C:38]([C:40]1([C:43](O)=[O:44])[CH2:42][CH2:41]1)#[N:39], predict the reaction product. The product is: [Cl:25][C:4]1[CH:3]=[C:2]([NH:1][C:43]([C:40]2([C:38]#[N:39])[CH2:42][CH2:41]2)=[O:44])[CH:7]=[CH:6][C:5]=1[N:8]1[CH2:9][CH2:10][CH:11]([N:14]2[C:19]3[CH:20]=[CH:21][CH:22]=[CH:23][C:18]=3[CH2:17][O:16][C:15]2=[O:24])[CH2:12][CH2:13]1. (3) Given the reactants [NH2:1][C:2]1[CH:9]=[CH:8][C:7]([Cl:10])=[CH:6][C:3]=1[C:4]#[N:5].Cl.Cl[C:13](N)=[NH:14].S1(CCCC1)(=O)=O.CS(C)(=O)=O.[NH3:28], predict the reaction product. The product is: [Cl:10][C:7]1[CH:6]=[C:3]2[C:2](=[CH:9][CH:8]=1)[N:1]=[C:13]([NH2:14])[N:5]=[C:4]2[NH2:28]. (4) Given the reactants [F:1][C:2]1[C:7]([O:8][CH3:9])=[CH:6][CH:5]=[C:4]([O:10][CH3:11])[C:3]=1[C:12](=[O:27])[CH:13]([C:19]1[CH:24]=[CH:23][CH:22]=[C:21]([O:25][CH3:26])[CH:20]=1)C(OCC)=O, predict the reaction product. The product is: [F:1][C:2]1[C:7]([O:8][CH3:9])=[CH:6][CH:5]=[C:4]([O:10][CH3:11])[C:3]=1[C:12](=[O:27])[CH2:13][C:19]1[CH:24]=[CH:23][CH:22]=[C:21]([O:25][CH3:26])[CH:20]=1. (5) Given the reactants Br[C:2]1[CH:3]=[CH:4][C:5]([O:10][CH2:11][CH:12]2[CH2:17][CH2:16][N:15]([CH2:18][C:19]([CH2:23][CH3:24])([F:22])[CH2:20][CH3:21])[CH2:14][CH2:13]2)=[C:6]([CH:9]=1)[C:7]#[N:8].[CH3:25][O:26][C:27]([C:29]1[CH:34]=[CH:33][C:32](B(O)O)=[CH:31][CH:30]=1)=[O:28].C([O-])([O-])=O.[Cs+].[Cs+], predict the reaction product. The product is: [C:7]([C:6]1[CH:9]=[C:2]([C:32]2[CH:33]=[CH:34][C:29]([C:27]([O:26][CH3:25])=[O:28])=[CH:30][CH:31]=2)[CH:3]=[CH:4][C:5]=1[O:10][CH2:11][CH:12]1[CH2:17][CH2:16][N:15]([CH2:18][C:19]([CH2:23][CH3:24])([F:22])[CH2:20][CH3:21])[CH2:14][CH2:13]1)#[N:8].